Dataset: Full USPTO retrosynthesis dataset with 1.9M reactions from patents (1976-2016). Task: Predict the reactants needed to synthesize the given product. (1) Given the product [CH3:11][N:7]1[C:34]([CH:35]=[O:36])=[CH:10][N:9]=[C:8]1[C:14]1[N:15]=[CH:16][N:17]([CH3:1])[CH:18]=1.[CH3:19][N:7]1[CH:11]=[C:10]([CH:12]=[O:13])[N:9]=[C:8]1[C:14]1[N:15]=[CH:42][N:40]([CH3:39])[CH:41]=1, predict the reactants needed to synthesize it. The reactants are: [CH3:1]C(C)([O-])C.[K+].[NH:7]1[CH:11]=[C:10]([CH:12]=[O:13])[N:9]=[C:8]1[C:14]1[N:15]=[CH:16][NH:17][CH:18]=1.[CH2:19]1[O:36][CH2:35][CH2:34]O[CH2:34][CH2:35][O:36][CH2:19][CH2:19][O:36][CH2:35][CH2:34]O[CH2:34][CH2:35][O:36][CH2:19]1.CI.[CH3:39][N:40]([CH:42]=O)[CH3:41]. (2) Given the product [C:29]([C:7]1[N:6]=[C:5]2[NH:4][N:3]=[CH:2][C:10]2=[C:9]([C:11]2[CH:12]=[CH:13][C:14]([NH:17][C:18]([NH:20][C:21]3[CH:26]=[CH:25][CH:24]=[C:23]([CH2:27][CH3:28])[CH:22]=3)=[O:19])=[CH:15][CH:16]=2)[CH:8]=1)([CH3:32])([CH3:31])[CH3:30], predict the reactants needed to synthesize it. The reactants are: N[C:2]1[C:10]2[C:5](=[N:6][C:7]([C:29]([CH3:32])([CH3:31])[CH3:30])=[CH:8][C:9]=2[C:11]2[CH:16]=[CH:15][C:14]([NH:17][C:18]([NH:20][C:21]3[CH:26]=[CH:25][CH:24]=[C:23]([CH2:27][CH3:28])[CH:22]=3)=[O:19])=[CH:13][CH:12]=2)[NH:4][N:3]=1.S(=O)(=O)(O)O.N([O-])=O.[Na+]. (3) Given the product [CH:19]1[C:28]2[C:23](=[CH:24][CH:25]=[CH:26][CH:27]=2)[CH:22]=[CH:21][C:20]=1[CH:29]=[CH:30][C:31]([NH:7][C:8]1[CH:9]=[CH:10][C:11]([C:12]([O:14][CH2:15][CH3:16])=[O:13])=[CH:17][CH:18]=1)=[O:32], predict the reactants needed to synthesize it. The reactants are: N1C=CC=CC=1.[NH2:7][C:8]1[CH:18]=[CH:17][C:11]([C:12]([O:14][CH2:15][CH3:16])=[O:13])=[CH:10][CH:9]=1.[CH:19]1[C:28]2[C:23](=[CH:24][CH:25]=[CH:26][CH:27]=2)[CH:22]=[CH:21][C:20]=1/[CH:29]=[CH:30]/[C:31](Cl)=[O:32]. (4) Given the product [Br:1][C:2]1[CH:7]=[CH:6][C:5]([O:8][CH2:17][CH:18]2[CH2:20][O:19]2)=[C:4]([Cl:9])[C:3]=1[Cl:10], predict the reactants needed to synthesize it. The reactants are: [Br:1][C:2]1[CH:7]=[CH:6][C:5]([OH:8])=[C:4]([Cl:9])[C:3]=1[Cl:10].C(=O)([O-])[O-].[K+].[K+].[CH3:17][C:18]([CH3:20])=[O:19].